Dataset: Reaction yield outcomes from USPTO patents with 853,638 reactions. Task: Predict the reaction yield, written as a fraction of the theoretical maximum amount of product (1.0 means a 100% yield; for example, 0.34 means a 34% yield). (1) The reactants are Br[C:2]1[CH:7]=[CH:6][C:5]([C:8](=[C:16]2[CH2:22][CH2:21][CH2:20][CH2:19][CH2:18][CH2:17]2)[C:9]2[CH:14]=[CH:13][C:12]([OH:15])=[CH:11][CH:10]=2)=[CH:4][CH:3]=1.[O:23]1[CH:27]=[CH:26][C:25](B(O)O)=[CH:24]1.C([O-])([O-])=O.[Na+].[Na+].COCCOC. The catalyst is CCOCC.C1C=CC([P]([Pd]([P](C2C=CC=CC=2)(C2C=CC=CC=2)C2C=CC=CC=2)([P](C2C=CC=CC=2)(C2C=CC=CC=2)C2C=CC=CC=2)[P](C2C=CC=CC=2)(C2C=CC=CC=2)C2C=CC=CC=2)(C2C=CC=CC=2)C2C=CC=CC=2)=CC=1. The product is [C:16]1(=[C:8]([C:5]2[CH:6]=[CH:7][C:2]([C:25]3[CH:26]=[CH:27][O:23][CH:24]=3)=[CH:3][CH:4]=2)[C:9]2[CH:10]=[CH:11][C:12]([OH:15])=[CH:13][CH:14]=2)[CH2:17][CH2:18][CH2:19][CH2:20][CH2:21][CH2:22]1. The yield is 0.920. (2) The reactants are [CH3:1][O:2][C:3]1[C:4]([NH:15]CC2C=CC(OC)=CC=2OC)=[N:5][C:6]2[C:11]([N:12]=1)=[CH:10][C:9]([O:13][CH3:14])=[CH:8][CH:7]=2.FC(F)(F)C(O)=O. The catalyst is ClCCl. The product is [NH2:15][C:4]1[C:3]([O:2][CH3:1])=[N:12][C:11]2[C:6](=[CH:7][CH:8]=[C:9]([O:13][CH3:14])[CH:10]=2)[N:5]=1. The yield is 0.950. (3) The reactants are [CH:1](=O)[C:2]1[CH:7]=[CH:6][CH:5]=[CH:4][CH:3]=1.CO.[C@H:11]1([NH2:18])[CH2:16][CH2:15][CH2:14][CH2:13][C@@H:12]1[NH2:17].[BH4-].[Na+]. The product is [CH2:1]([NH:17][C@H:12]1[CH2:13][CH2:14][CH2:15][CH2:16][C@@H:11]1[NH2:18])[C:2]1[CH:7]=[CH:6][CH:5]=[CH:4][CH:3]=1. The catalyst is O. The yield is 0.480. (4) The reactants are Br[CH2:2][C:3]([O:5][CH2:6][CH3:7])=[O:4].[CH:8]([C:11]1[NH:15][N:14]=[C:13]([CH3:16])[CH:12]=1)([CH3:10])[CH3:9].C(=O)([O-])[O-].[K+].[K+].Cl. The catalyst is CN(C=O)C.CCOC(C)=O. The product is [CH:8]([C:11]1[CH:12]=[C:13]([CH3:16])[N:14]([CH2:2][C:3]([O:5][CH2:6][CH3:7])=[O:4])[N:15]=1)([CH3:10])[CH3:9]. The yield is 0.340. (5) The reactants are B(Br)(Br)Br.C[O:6][C:7]1[CH:21]=[CH:20][C:10]([O:11][C:12]2[CH:19]=[CH:18][C:15]([C:16]#[N:17])=[CH:14][CH:13]=2)=[CH:9][CH:8]=1. The catalyst is ClCCl. The product is [OH:6][C:7]1[CH:21]=[CH:20][C:10]([O:11][C:12]2[CH:19]=[CH:18][C:15]([C:16]#[N:17])=[CH:14][CH:13]=2)=[CH:9][CH:8]=1. The yield is 0.740. (6) The yield is 0.990. The reactants are O.C1(C)C=CC(S(O)(=O)=O)=CC=1.[C:13]([O:17][C:18]([C@@:20]1([NH:30]C(OC(C)(C)C)=O)[C@@H:22]([C:23]2[CH:28]=[CH:27][CH:26]=[CH:25][CH:24]=2)[C@H:21]1[CH3:29])=[O:19])([CH3:16])([CH3:15])[CH3:14].[OH-].[Na+]. The product is [C:13]([O:17][C:18]([C@@:20]1([NH2:30])[C@@H:22]([C:23]2[CH:24]=[CH:25][CH:26]=[CH:27][CH:28]=2)[C@H:21]1[CH3:29])=[O:19])([CH3:16])([CH3:14])[CH3:15]. The catalyst is C(#N)C. (7) The reactants are [F:1][C:2]1[C:7]([CH:8]=[O:9])=[CH:6][CH:5]=[CH:4][C:3]=1[C:10]1[CH:15]=[CH:14][C:13]([OH:16])=[CH:12][CH:11]=1.C([O-])([O-])=O.[K+].[K+].CS(O[CH:28]1[CH2:36][CH2:35][C:31]2([CH2:34][CH2:33][CH2:32]2)[CH2:30][CH2:29]1)(=O)=O. The catalyst is CN(C=O)C.O. The product is [F:1][C:2]1[C:7]([CH:8]=[O:9])=[CH:6][CH:5]=[CH:4][C:3]=1[C:10]1[CH:15]=[CH:14][C:13]([O:16][CH:28]2[CH2:36][CH2:35][C:31]3([CH2:34][CH2:33][CH2:32]3)[CH2:30][CH2:29]2)=[CH:12][CH:11]=1. The yield is 0.270. (8) The reactants are [C:1]([O:4][CH2:5][C:6]1[C:7]([N:31]2[CH2:43][CH2:42][N:34]3[C:35]4[CH2:36][CH2:37][CH2:38][CH2:39][C:40]=4[CH:41]=[C:33]3[C:32]2=[O:44])=[N:8][CH:9]=[CH:10][C:11]=1[C:12]1[CH:17]=[C:16]([NH:18][C:19]2[CH:28]=[C:22]3[CH2:23][N:24]([CH3:27])[CH2:25][CH2:26][N:21]3[N:20]=2)[C:15](=[O:29])[N:14]([CH3:30])[CH:13]=1)(=[O:3])[CH3:2].[C:45]([O:48][CH2:49]C1C(N2CCN3C4CCCCC=4C=C3C2=O)=NC=CC=1B1OC(C)(C)C(C)(C)O1)(=O)C.BrC1C=C(NC2C=C3CN(C4COC4)CCN3N=2)C(=O)N(C)C=1. No catalyst specified. The product is [C:1]([O:4][CH2:5][C:6]1[C:7]([N:31]2[CH2:43][CH2:42][N:34]3[C:35]4[CH2:36][CH2:37][CH2:38][CH2:39][C:40]=4[CH:41]=[C:33]3[C:32]2=[O:44])=[N:8][CH:9]=[CH:10][C:11]=1[C:12]1[CH:17]=[C:16]([NH:18][C:19]2[CH:28]=[C:22]3[CH2:23][N:24]([CH:27]4[CH2:49][O:48][CH2:45]4)[CH2:25][CH2:26][N:21]3[N:20]=2)[C:15](=[O:29])[N:14]([CH3:30])[CH:13]=1)(=[O:3])[CH3:2]. The yield is 0.600. (9) The reactants are [CH3:1][C:2]1[C:6]([CH2:7][N:8]2[CH:12]=[C:11]([N:13]3[C:17](=[O:18])[N:16](C(OCC)=O)[N:15]([CH3:24])[C:14]3=[O:25])[CH:10]=[N:9]2)=[C:5]([CH3:26])[O:4][N:3]=1.CN(C=O)C.C(#N)C.CO.Cl. The catalyst is C(OCC)(=O)C. The product is [CH3:1][C:2]1[C:6]([CH2:7][N:8]2[CH:12]=[C:11]([N:13]3[C:14](=[O:25])[N:15]([CH3:24])[NH:16][C:17]3=[O:18])[CH:10]=[N:9]2)=[C:5]([CH3:26])[O:4][N:3]=1. The yield is 0.890.